This data is from Catalyst prediction with 721,799 reactions and 888 catalyst types from USPTO. The task is: Predict which catalyst facilitates the given reaction. (1) Reactant: [Br:1][C:2]1[C:10]2[N:9]=[C:8]([CH:11]([F:13])[F:12])[N:7]([CH2:14][C:15]3[CH:20]=[CH:19][CH:18]=[C:17]([Cl:21])[C:16]=3[CH3:22])[C:6]=2[CH:5]=[C:4]([N+:23]([O-])=O)[CH:3]=1.O.O.[Sn](Cl)Cl.Cl.[Sn].[OH-].[Na+]. Product: [Br:1][C:2]1[C:10]2[N:9]=[C:8]([CH:11]([F:13])[F:12])[N:7]([CH2:14][C:15]3[CH:20]=[CH:19][CH:18]=[C:17]([Cl:21])[C:16]=3[CH3:22])[C:6]=2[CH:5]=[C:4]([NH2:23])[CH:3]=1. The catalyst class is: 5. (2) Reactant: C(OC([N:8]1[C@@H:12]([CH2:13][CH2:14][C:15]2[CH:20]=[CH:19][C:18]([NH:21][S:22]([C:25]3[C:26]4[CH:27]=[CH:28][N:29]=[CH:30][C:31]=4[CH:32]=[CH:33][CH:34]=3)(=[O:24])=[O:23])=[CH:17][CH:16]=2)[CH2:11][O:10]C1(C)C)=O)(C)(C)C.O.FC(F)(F)C(O)=O.[OH-].[Na+]. The catalyst class is: 115. Product: [NH2:8][C@H:12]([CH2:11][OH:10])[CH2:13][CH2:14][C:15]1[CH:20]=[CH:19][C:18]([NH:21][S:22]([C:25]2[C:26]3[CH:27]=[CH:28][N:29]=[CH:30][C:31]=3[CH:32]=[CH:33][CH:34]=2)(=[O:24])=[O:23])=[CH:17][CH:16]=1.